Dataset: Full USPTO retrosynthesis dataset with 1.9M reactions from patents (1976-2016). Task: Predict the reactants needed to synthesize the given product. The reactants are: [O:1]1[C:5]2[CH:6]=[CH:7][C:8]([C:10]3[O:14][N:13]=[CH:12][C:11]=3[CH2:15][CH2:16][C:17]([OH:19])=[O:18])=[CH:9][C:4]=2[O:3][CH2:2]1.S(=O)(=O)(O)O.[CH3:25]O. Given the product [O:1]1[C:5]2[CH:6]=[CH:7][C:8]([C:10]3[O:14][N:13]=[CH:12][C:11]=3[CH2:15][CH2:16][C:17]([O:19][CH3:25])=[O:18])=[CH:9][C:4]=2[O:3][CH2:2]1, predict the reactants needed to synthesize it.